Predict the product of the given reaction. From a dataset of Forward reaction prediction with 1.9M reactions from USPTO patents (1976-2016). (1) Given the reactants [CH:1]1[C:14]2[C:5](=[CH:6][C:7]3[C:12]([C:13]=2CO)=[CH:11][CH:10]=[CH:9][CH:8]=3)[CH:4]=[CH:3][CH:2]=1.C1(N=C=NC2CCCCC2)CCCCC1.[C:32]([OH:37])(=[O:36])[C:33]([CH3:35])=[CH2:34], predict the reaction product. The product is: [C:32]([OH:37])(=[O:36])[C:33]([CH3:35])=[CH2:34].[CH:4]1[C:5]2[C:14](=[CH:13][C:12]3[C:7]([CH:6]=2)=[CH:8][CH:9]=[CH:10][CH:11]=3)[CH:1]=[CH:2][CH:3]=1. (2) Given the reactants [NH2:1][C:2]1C=CC=CN=1.[N:8]1[CH:13]=[CH:12][CH:11]=[CH:10][C:9]=1[CH:14]=O, predict the reaction product. The product is: [NH:8]1[C:13]2[C:14](=[CH:9][CH:10]=[CH:11][CH:12]=2)[CH:2]=[N:1]1. (3) Given the reactants Br[CH2:2][C:3](=[O:17])[CH:4]([C:11]1[CH:16]=[CH:15][CH:14]=[CH:13][CH:12]=1)[C:5]1[CH:10]=[CH:9][CH:8]=[CH:7][CH:6]=1.[CH3:18][O:19][C:20]1[CH:27]=[CH:26][CH:25]=[CH:24][C:21]=1[CH2:22][NH2:23].C(N(CC)C(C)C)(C)C, predict the reaction product. The product is: [CH3:18][O:19][C:20]1[CH:27]=[CH:26][CH:25]=[CH:24][C:21]=1[CH2:22][NH:23][CH2:2][C:3](=[O:17])[CH:4]([C:11]1[CH:16]=[CH:15][CH:14]=[CH:13][CH:12]=1)[C:5]1[CH:10]=[CH:9][CH:8]=[CH:7][CH:6]=1. (4) The product is: [C:24]([C:2]1[CH:23]=[CH:22][C:5]([CH2:6][C:7]2[NH:8][C:9]3[C:15]([C:16]([O:18][CH3:19])=[O:17])=[CH:14][CH:13]=[C:12]([O:20][CH3:21])[C:10]=3[N:11]=2)=[CH:4][CH:3]=1)#[N:25]. Given the reactants Br[C:2]1[CH:23]=[CH:22][C:5]([CH2:6][C:7]2[NH:8][C:9]3[C:15]([C:16]([O:18][CH3:19])=[O:17])=[CH:14][CH:13]=[C:12]([O:20][CH3:21])[C:10]=3[N:11]=2)=[CH:4][CH:3]=1.[CH3:24][N:25](C)C=O, predict the reaction product. (5) Given the reactants [CH2:1]([O:3][C:4](=[O:17])[NH:5][C:6]1[CH:11]=[CH:10][C:9]([CH2:12]Br)=[CH:8][C:7]=1[N+:14]([O-:16])=[O:15])[CH3:2].[C:18]([C:22]1[CH:28]=[CH:27][C:25]([NH2:26])=[CH:24][CH:23]=1)([CH3:21])([CH3:20])[CH3:19].C([O-])([O-])=O.[K+].[K+], predict the reaction product. The product is: [CH2:1]([O:3][C:4](=[O:17])[NH:5][C:6]1[CH:11]=[CH:10][C:9]([CH2:12][NH:26][C:25]2[CH:27]=[CH:28][C:22]([C:18]([CH3:21])([CH3:20])[CH3:19])=[CH:23][CH:24]=2)=[CH:8][C:7]=1[N+:14]([O-:16])=[O:15])[CH3:2]. (6) Given the reactants [CH3:1][C:2]1[N:6]2[C:7]3[CH:13]=[C:12]([C:14]([OH:16])=[O:15])[NH:11][C:8]=3[CH:9]=[CH:10][C:5]2=[N:4][N:3]=1.C([O-])([O-])=O.[Cs+].[Cs+].[CH2:23](Br)[C:24]1[CH:29]=[CH:28][CH:27]=[CH:26][CH:25]=1.[OH-].[Na+].[C:33]([OH:39])([C:35]([F:38])([F:37])[F:36])=[O:34], predict the reaction product. The product is: [F:36][C:35]([F:38])([F:37])[C:33]([OH:39])=[O:34].[CH2:23]([N:11]1[C:8]2[CH:9]=[CH:10][C:5]3[N:6]([C:2]([CH3:1])=[N:3][N:4]=3)[C:7]=2[CH:13]=[C:12]1[C:14]([OH:16])=[O:15])[C:24]1[CH:29]=[CH:28][CH:27]=[CH:26][CH:25]=1.